Dataset: Reaction yield outcomes from USPTO patents with 853,638 reactions. Task: Predict the reaction yield, written as a fraction of the theoretical maximum amount of product (1.0 means a 100% yield; for example, 0.34 means a 34% yield). (1) The catalyst is ClCCl. The reactants are C(N(CC)CC)C.Cl.[CH3:9][O:10][C:11](=[O:14])[CH2:12][NH2:13].[C:15]1([C:24]2[CH:29]=[CH:28][CH:27]=[CH:26][CH:25]=2)[CH:20]=[CH:19][C:18]([C:21](Cl)=[O:22])=[CH:17][CH:16]=1.O. The product is [CH3:9][O:10][C:11](=[O:14])[CH2:12][NH:13][C:21]([C:18]1[CH:19]=[CH:20][C:15]([C:24]2[CH:25]=[CH:26][CH:27]=[CH:28][CH:29]=2)=[CH:16][CH:17]=1)=[O:22]. The yield is 0.620. (2) The reactants are [C:1]1([Mg]Br)[CH:6]=[CH:5][CH:4]=[CH:3][CH:2]=1.[CH3:9][N:10]1[CH:15]2[CH2:16][CH2:17][CH:11]1[C:12](=[O:18])[CH2:13][CH2:14]2. The catalyst is O1CCCC1. The product is [CH3:9][N:10]1[CH:15]2[CH2:16][CH2:17][CH:11]1[C:12]([C:1]1[CH:6]=[CH:5][CH:4]=[CH:3][CH:2]=1)([OH:18])[CH2:13][CH2:14]2. The yield is 0.651. (3) The reactants are [Cl:1][C:2]1[CH:17]=[CH:16][C:15]([Cl:18])=[CH:14][C:3]=1[O:4][C:5]1[C:10]([C:11]([OH:13])=O)=[CH:9][N:8]=[CH:7][N:6]=1.[CH3:19][N:20]1[C:29]2[C:24](=[CH:25][CH:26]=[CH:27][CH:28]=2)[NH:23][CH2:22][CH2:21]1.C[N+](C[C@H](O)CC([O-])=O)(C)C. No catalyst specified. The product is [Cl:1][C:2]1[CH:17]=[CH:16][C:15]([Cl:18])=[CH:14][C:3]=1[O:4][C:5]1[C:10]([C:11]([N:23]2[C:24]3[C:29](=[CH:28][CH:27]=[CH:26][CH:25]=3)[N:20]([CH3:19])[CH2:21][CH2:22]2)=[O:13])=[CH:9][N:8]=[CH:7][N:6]=1. The yield is 0.0800. (4) The reactants are [C:1]([NH:8][C@H:9]([C:11]([OH:13])=O)[CH3:10])([O:3][C:4]([CH3:7])([CH3:6])[CH3:5])=[O:2].ON1C2C=CC=CC=2N=N1.C(N(C(CC)C)C(C)C)(C)C.CCN=C=NCCCN(C)C.Cl.[CH3:47][O:48][C:49](=[O:63])[CH2:50][CH:51]([NH2:62])[CH2:52][C:53]1[CH:58]=[C:57]([F:59])[C:56]([F:60])=[CH:55][C:54]=1[F:61]. The catalyst is C1COCC1. The product is [CH3:47][O:48][C:49](=[O:63])[CH2:50][CH:51]([NH:62][C:11](=[O:13])[CH:9]([NH:8][C:1]([O:3][C:4]([CH3:5])([CH3:6])[CH3:7])=[O:2])[CH3:10])[CH2:52][C:53]1[CH:58]=[C:57]([F:59])[C:56]([F:60])=[CH:55][C:54]=1[F:61]. The yield is 0.940.